From a dataset of Full USPTO retrosynthesis dataset with 1.9M reactions from patents (1976-2016). Predict the reactants needed to synthesize the given product. Given the product [N:19]1([CH2:18][C:15]2[CH:16]=[CH:17][C:12]([CH2:11][N:9]3[CH:10]=[C:3]4[C:4]([N:5]=[CH:6][N:7]=[C:2]4[NH:39][CH2:38][C:26]4[C:27]([N:33]5[CH:37]=[N:36][N:35]=[N:34]5)=[CH:28][CH:29]=[C:30]([O:31][CH3:32])[C:25]=4[F:24])=[N:8]3)=[CH:13][CH:14]=2)[CH:23]=[CH:22][CH:21]=[N:20]1, predict the reactants needed to synthesize it. The reactants are: Cl[C:2]1[C:3]2[C:4](=[N:8][N:9]([CH2:11][C:12]3[CH:17]=[CH:16][C:15]([CH2:18][N:19]4[CH:23]=[CH:22][CH:21]=[N:20]4)=[CH:14][CH:13]=3)[CH:10]=2)[N:5]=[CH:6][N:7]=1.[F:24][C:25]1[C:30]([O:31][CH3:32])=[CH:29][CH:28]=[C:27]([N:33]2[CH:37]=[N:36][N:35]=[N:34]2)[C:26]=1[CH2:38][NH2:39].CCN(C(C)C)C(C)C.